From a dataset of Peptide-MHC class II binding affinity with 134,281 pairs from IEDB. Regression. Given a peptide amino acid sequence and an MHC pseudo amino acid sequence, predict their binding affinity value. This is MHC class II binding data. (1) The peptide sequence is LHGVRDGLVRDANNY. The MHC is HLA-DQA10101-DQB10501 with pseudo-sequence HLA-DQA10101-DQB10501. The binding affinity (normalized) is 0.207. (2) The peptide sequence is AERTVTVRRVGPGGRAV. The MHC is DRB1_1501 with pseudo-sequence DRB1_1501. The binding affinity (normalized) is 0.695. (3) The peptide sequence is AAATAGTKVYGAFAA. The MHC is HLA-DQA10501-DQB10301 with pseudo-sequence HLA-DQA10501-DQB10301. The binding affinity (normalized) is 0.602.